From a dataset of Full USPTO retrosynthesis dataset with 1.9M reactions from patents (1976-2016). Predict the reactants needed to synthesize the given product. (1) Given the product [Cl:34][C:31]1[CH:32]=[CH:33][C:28]([O:27][C:26]2[CH:25]=[CH:24][C:21]([C:22]#[N:23])=[CH:20][C:19]=2[C:14]2[C:9]([O:8][CH3:7])=[N:10][CH:11]=[CH:12][CH:13]=2)=[C:29]([O:35][CH3:36])[CH:30]=1, predict the reactants needed to synthesize it. The reactants are: C(=O)([O-])[O-].[K+].[K+].[CH3:7][O:8][C:9]1[C:14](B(O)O)=[CH:13][CH:12]=[CH:11][N:10]=1.Br[C:19]1[CH:20]=[C:21]([CH:24]=[CH:25][C:26]=1[O:27][C:28]1[CH:33]=[CH:32][C:31]([Cl:34])=[CH:30][C:29]=1[O:35][CH3:36])[C:22]#[N:23]. (2) The reactants are: [CH3:1][O:2][C:3]1[CH:4]=[C:5]([S:11]([NH:14][C:15]2[CH:20]=[CH:19][C:18]([N:21]3[CH2:26][CH2:25][C:24](=O)[CH2:23][CH2:22]3)=[CH:17][CH:16]=2)(=[O:13])=[O:12])[CH:6]=[CH:7][C:8]=1[O:9][CH3:10].[NH2:28][CH2:29][C@H:30]([OH:45])[CH2:31][O:32][C:33]1[CH:42]=[CH:41][C:40]([OH:43])=[C:39]2[C:34]=1[CH2:35][CH2:36][C:37](=[O:44])[NH:38]2. Given the product [OH:45][C@H:30]([CH2:31][O:32][C:33]1[CH:42]=[CH:41][C:40]([OH:43])=[C:39]2[C:34]=1[CH2:35][CH2:36][C:37](=[O:44])[NH:38]2)[CH2:29][NH:28][CH:24]1[CH2:25][CH2:26][N:21]([C:18]2[CH:17]=[CH:16][C:15]([NH:14][S:11]([C:5]3[CH:6]=[CH:7][C:8]([O:9][CH3:10])=[C:3]([O:2][CH3:1])[CH:4]=3)(=[O:12])=[O:13])=[CH:20][CH:19]=2)[CH2:22][CH2:23]1, predict the reactants needed to synthesize it. (3) The reactants are: [O:1]1[C:5]2([CH2:10][CH2:9][NH:8][CH2:7][CH2:6]2)[O:4][CH2:3][CH2:2]1.F[C:12]1[CH:17]=[CH:16][C:15]([S:18]([NH:21][CH2:22][CH2:23][OH:24])(=[O:20])=[O:19])=[CH:14][CH:13]=1. Given the product [O:1]1[C:5]2([CH2:10][CH2:9][N:8]([C:12]3[CH:17]=[CH:16][C:15]([S:18]([NH:21][CH2:22][CH2:23][OH:24])(=[O:20])=[O:19])=[CH:14][CH:13]=3)[CH2:7][CH2:6]2)[O:4][CH2:3][CH2:2]1, predict the reactants needed to synthesize it. (4) Given the product [Cl:19][C:20]1[CH:21]=[C:22]([NH:23][C:2]2[C:11]3[C:6](=[C:7]([O:15][CH3:16])[CH:8]=[C:9]([N+:12]([O-:14])=[O:13])[CH:10]=3)[N:5]=[CH:4][C:3]=2[C:17]#[N:18])[CH:24]=[CH:25][C:26]=1[F:27], predict the reactants needed to synthesize it. The reactants are: Cl[C:2]1[C:11]2[C:6](=[C:7]([O:15][CH3:16])[CH:8]=[C:9]([N+:12]([O-:14])=[O:13])[CH:10]=2)[N:5]=[CH:4][C:3]=1[C:17]#[N:18].[Cl:19][C:20]1[CH:21]=[C:22]([CH:24]=[CH:25][C:26]=1[F:27])[NH2:23]. (5) Given the product [C:3]([N:10]1[CH2:15][CH2:14][CH2:13][CH2:12][C@@H:11]1[CH2:18][O:23][CH3:22])([O:5][C:6]([CH3:9])([CH3:8])[CH3:7])=[O:4], predict the reactants needed to synthesize it. The reactants are: [H-].[Na+].[C:3]([N:10]1[CH2:15][CH2:14][CH2:13][CH2:12][C@H:11]1O)([O:5][C:6]([CH3:9])([CH3:8])[CH3:7])=[O:4].I[CH3:18].CN([CH:22]=[O:23])C. (6) Given the product [CH3:12][C:7]1[CH:8]=[C:9]([CH3:11])[CH:10]=[C:5]([CH3:4])[C:6]=1[N:13]1[CH2:14][CH2:15][N:16]=[C:2]1[NH2:1], predict the reactants needed to synthesize it. The reactants are: [N:1]#[C:2]Br.[CH3:4][C:5]1[CH:10]=[C:9]([CH3:11])[CH:8]=[C:7]([CH3:12])[C:6]=1[NH:13][CH2:14][CH2:15][NH2:16].